From a dataset of Reaction yield outcomes from USPTO patents with 853,638 reactions. Predict the reaction yield, written as a fraction of the theoretical maximum amount of product (1.0 means a 100% yield; for example, 0.34 means a 34% yield). (1) The reactants are CC(OI1(OC(C)=O)(OC(C)=O)OC(=O)C2C=CC=CC1=2)=O.[CH:23]1([CH2:29][CH2:30][CH2:31][CH2:32][OH:33])[CH2:28][CH2:27][CH2:26][CH2:25][CH2:24]1.C(OCC)C.[OH-].[Na+]. The catalyst is ClCCl. The product is [CH:23]1([CH2:29][CH2:30][CH2:31][CH:32]=[O:33])[CH2:28][CH2:27][CH2:26][CH2:25][CH2:24]1. The yield is 0.900. (2) The reactants are [CH3:1][O:2][C:3]([NH:5][N:6]([C:10]([N:12]1[CH2:16][CH2:15][CH2:14][CH:13]1[C:17]1[NH:18][C:19]([C:22]2[CH:27]=[CH:26][C:25](Br)=[CH:24][CH:23]=2)=[CH:20][N:21]=1)=[O:11])[CH:7]([CH3:9])[CH3:8])=[O:4].[CH3:29][C:30]1([CH3:46])[C:34]([CH3:36])([CH3:35])[O:33][B:32]([B:32]2[O:33][C:34]([CH3:36])([CH3:35])[C:30]([CH3:46])([CH3:29])[O:31]2)[O:31]1.CC([O-])=O.[K+]. The catalyst is O1CCOCC1. The product is [CH3:1][O:2][C:3]([NH:5][N:6]([CH:7]([CH3:9])[CH3:8])[C:10]([N:12]1[CH2:16][CH2:15][CH2:14][CH:13]1[C:17]1[NH:18][C:19]([C:22]2[CH:27]=[CH:26][C:25]([B:32]3[O:33][C:34]([CH3:36])([CH3:35])[C:30]([CH3:46])([CH3:29])[O:31]3)=[CH:24][CH:23]=2)=[CH:20][N:21]=1)=[O:11])=[O:4]. The yield is 0.960.